Predict the reactants needed to synthesize the given product. From a dataset of Full USPTO retrosynthesis dataset with 1.9M reactions from patents (1976-2016). Given the product [CH3:1][N:2]1[CH2:7][CH2:6][CH:5]([C:8]2[C:16]3[C:11](=[CH:12][CH:13]=[C:14]([NH2:17])[CH:15]=3)[NH:10][CH:9]=2)[CH2:4][CH2:3]1, predict the reactants needed to synthesize it. The reactants are: [CH3:1][N:2]1[CH2:7][CH:6]=[C:5]([C:8]2[C:16]3[C:11](=[CH:12][CH:13]=[C:14]([N+:17]([O-])=O)[CH:15]=3)[NH:10][CH:9]=2)[CH2:4][CH2:3]1.